The task is: Predict the product of the given reaction.. This data is from Forward reaction prediction with 1.9M reactions from USPTO patents (1976-2016). (1) Given the reactants [F:1][C:2]1[CH:3]=[C:4]2[C:8](=[CH:9][CH:10]=1)[NH:7][C:6](=[O:11])[CH2:5]2.[C:12]1([C:21]2[C:16](=[CH:17][CH:18]=[CH:19][CH:20]=2)[CH2:15][O:14]1)=O.C[Si](C)(C)N[Si](C)(C)C.[Na], predict the reaction product. The product is: [F:1][C:2]1[CH:3]=[C:4]2[C:8](=[CH:9][CH:10]=1)[NH:7][C:6](=[O:11])[C:5]2=[C:12]1[C:21]2[C:16](=[CH:17][CH:18]=[CH:19][CH:20]=2)[CH2:15][O:14]1. (2) Given the reactants Br[CH2:2][C:3]1[CH:4]=[C:5](B(O)O)[CH:6]=[CH:7][CH:8]=1.Br[C:13]1[CH:22]=[CH:21][C:20]2[NH:19][C:18](=[O:23])[C:17]3[NH:24][CH:25]=[CH:26][C:16]=3[C:15]=2[CH:14]=1.[CH2:27]([C:29]([O-:31])=[O:30])[CH3:28].[O-]P(OP(OP([O-])([O-])=O)([O-])=O)(=O)[O-].[K+].[K+].[K+].[K+].[K+].O.[CH3:51][NH:52][CH3:53], predict the reaction product. The product is: [CH3:51][N:52]([CH2:2][C:3]1[CH:4]=[C:5]([C:13]2[CH:22]=[CH:21][C:20]3[NH:19][C:18](=[O:23])[C:17]4[NH:24][CH:25]=[CH:26][C:16]=4[C:15]=3[CH:14]=2)[CH:6]=[CH:7][CH:8]=1)[CH3:53].[CH2:27]([C:29]([O-:31])=[O:30])[CH3:28]. (3) Given the reactants Br[C:2]1[S:3][C:4]2[CH:10]=[CH:9][CH:8]=[CH:7][C:5]=2[N:6]=1.[CH3:11][O:12][C:13]1[N:18]=[CH:17][C:16](B(O)O)=[CH:15][CH:14]=1, predict the reaction product. The product is: [CH3:11][O:12][C:13]1[N:18]=[CH:17][C:16]([C:2]2[S:3][C:4]3[CH:10]=[CH:9][CH:8]=[CH:7][C:5]=3[N:6]=2)=[CH:15][CH:14]=1.